This data is from Forward reaction prediction with 1.9M reactions from USPTO patents (1976-2016). The task is: Predict the product of the given reaction. (1) The product is: [CH3:1][O:2][C:3]([C:5]1[C:6]([NH2:20])=[C:7]([C:14]#[CH:15])[CH:8]=[C:9]2[C:13]=1[NH:12][N:11]=[CH:10]2)=[O:4]. Given the reactants [CH3:1][O:2][C:3]([C:5]1[C:6]([NH2:20])=[C:7]([C:14]#[C:15][Si](C)(C)C)[CH:8]=[C:9]2[C:13]=1[NH:12][N:11]=[CH:10]2)=[O:4].[F-].C([N+](CCCC)(CCCC)CCCC)CCC.O.C(OC)(C)(C)C, predict the reaction product. (2) Given the reactants [H-].[Na+].[O:3]=[C:4]1[C@@H:10]([NH:11][C:12](=[O:18])[O:13][C:14]([CH3:17])([CH3:16])[CH3:15])[CH2:9][CH2:8][CH2:7][C@@H:6]([C:19]2[CH:24]=[CH:23][CH:22]=[CH:21][CH:20]=2)[NH:5]1.[CH:25]1([CH2:28]Br)[CH2:27][CH2:26]1, predict the reaction product. The product is: [CH:25]1([CH2:28][N:5]2[C@H:6]([C:19]3[CH:20]=[CH:21][CH:22]=[CH:23][CH:24]=3)[CH2:7][CH2:8][CH2:9][C@H:10]([NH:11][C:12](=[O:18])[O:13][C:14]([CH3:17])([CH3:16])[CH3:15])[C:4]2=[O:3])[CH2:27][CH2:26]1.